Dataset: Peptide-MHC class I binding affinity with 185,985 pairs from IEDB/IMGT. Task: Regression. Given a peptide amino acid sequence and an MHC pseudo amino acid sequence, predict their binding affinity value. This is MHC class I binding data. The peptide sequence is GLVMGHQRMR. The MHC is Patr-A0401 with pseudo-sequence Patr-A0401. The binding affinity (normalized) is 0.0542.